This data is from Reaction yield outcomes from USPTO patents with 853,638 reactions. The task is: Predict the reaction yield, written as a fraction of the theoretical maximum amount of product (1.0 means a 100% yield; for example, 0.34 means a 34% yield). (1) The reactants are [BH4-].[Na+].[NH2:3][CH2:4][C:5]1([OH:18])[CH2:10][CH2:9][N:8]([CH2:11][C:12]2[CH:17]=[CH:16][CH:15]=[CH:14][CH:13]=2)[CH2:7][CH2:6]1.[CH3:19][CH:20]([CH3:24])[CH2:21][CH:22]=O.[F:25][C:26]([F:37])([F:36])[C:27](O[C:27](=[O:28])[C:26]([F:37])([F:36])[F:25])=[O:28]. The catalyst is CO.C(O)(=O)C.N1C=CC=CC=1. The product is [CH2:11]([N:8]1[CH2:9][CH2:10][C:5]([CH2:4][N:3]([CH2:22][CH2:21][CH:20]([CH3:24])[CH3:19])[C:27](=[O:28])[C:26]([F:37])([F:36])[F:25])([OH:18])[CH2:6][CH2:7]1)[C:12]1[CH:17]=[CH:16][CH:15]=[CH:14][CH:13]=1. The yield is 0.380. (2) The reactants are [F:1][C:2]([F:16])([F:15])[C@H:3]([CH3:14])[O:4][C:5]1[CH:13]=[CH:12][CH:11]=[CH:10][C:6]=1[C:7]([OH:9])=O.CN(C(ON1N=NC2C=CC=CC1=2)=[N+](C)C)C.[B-](F)(F)(F)F.C(N(C(C)C)C(C)C)C.[O:48]1[CH2:53][CH2:52][CH:51]([C:54]2[CH:55]=[C:56]3[C:60](=[CH:61][CH:62]=2)[CH2:59][NH:58][CH2:57]3)[CH2:50][CH2:49]1. The catalyst is CN(C=O)C. The product is [O:48]1[CH2:53][CH2:52][CH:51]([C:54]2[CH:55]=[C:56]3[C:60](=[CH:61][CH:62]=2)[CH2:59][N:58]([C:7]([C:6]2[CH:10]=[CH:11][CH:12]=[CH:13][C:5]=2[O:4][C@@H:3]([CH3:14])[C:2]([F:1])([F:16])[F:15])=[O:9])[CH2:57]3)[CH2:50][CH2:49]1. The yield is 0.930.